Dataset: TCR-epitope binding with 47,182 pairs between 192 epitopes and 23,139 TCRs. Task: Binary Classification. Given a T-cell receptor sequence (or CDR3 region) and an epitope sequence, predict whether binding occurs between them. (1) The epitope is TLIGDCATV. The TCR CDR3 sequence is CASSVGDEQYF. Result: 0 (the TCR does not bind to the epitope). (2) The epitope is KMKDLSPRW. The TCR CDR3 sequence is CAIRAGTATYGYTF. Result: 0 (the TCR does not bind to the epitope). (3) The epitope is SFHSLHLLF. The TCR CDR3 sequence is CAINRDRESDQYF. Result: 1 (the TCR binds to the epitope). (4) The epitope is GTSGSPIINR. The TCR CDR3 sequence is CASSLGGDTYEQYF. Result: 1 (the TCR binds to the epitope).